Dataset: Full USPTO retrosynthesis dataset with 1.9M reactions from patents (1976-2016). Task: Predict the reactants needed to synthesize the given product. (1) Given the product [NH2:17][C:16]1[N:15]=[CH:14][N:13]=[C:12]2[N:8]([CH:6]3[CH2:7][O:1][CH2:2][CH2:3][N:4]([C:31](=[O:35])[CH2:32][CH2:33][CH3:34])[CH2:5]3)[N:9]=[C:10]([C:18]3[CH:19]=[CH:20][C:21]([O:24][C:25]4[CH:30]=[CH:29][CH:28]=[CH:27][CH:26]=4)=[CH:22][CH:23]=3)[C:11]=12, predict the reactants needed to synthesize it. The reactants are: [O:1]1[CH2:7][CH:6]([N:8]2[C:12]3=[N:13][CH:14]=[N:15][C:16]([NH2:17])=[C:11]3[C:10]([C:18]3[CH:23]=[CH:22][C:21]([O:24][C:25]4[CH:30]=[CH:29][CH:28]=[CH:27][CH:26]=4)=[CH:20][CH:19]=3)=[N:9]2)[CH2:5][NH:4][CH2:3][CH2:2]1.[C:31](O)(=[O:35])[CH2:32][CH2:33][CH3:34]. (2) Given the product [NH2:1][C:2]1[CH:3]=[CH:4][C:5]([Cl:11])=[C:6]([CH:10]=1)[C:7]([O:9][CH3:16])=[O:8], predict the reactants needed to synthesize it. The reactants are: [NH2:1][C:2]1[CH:3]=[CH:4][C:5]([Cl:11])=[C:6]([CH:10]=1)[C:7]([OH:9])=[O:8].S(Cl)(Cl)=O.[CH3:16]O. (3) Given the product [C:37]([OH:43])([C:39]([F:42])([F:41])[F:40])=[O:38].[NH2:1][C:2]1[N:7]=[C:6]([NH:8][C@H:9]([C:11]2[N:16]=[C:15]3[CH:17]=[CH:18][N:19]([CH3:20])[C:14]3=[CH:13][C:12]=2[N:21]([CH:22]2[CH2:23][NH:24][CH2:25]2)[CH3:33])[CH3:10])[C:5]([C:34]#[N:35])=[C:4]([CH3:36])[N:3]=1, predict the reactants needed to synthesize it. The reactants are: [NH2:1][C:2]1[N:7]=[C:6]([NH:8][C@H:9]([C:11]2[N:16]=[C:15]3[CH:17]=[CH:18][N:19]([CH3:20])[C:14]3=[CH:13][C:12]=2[N:21]([CH3:33])[CH:22]2[CH2:25][N:24](C(OC(C)(C)C)=O)[CH2:23]2)[CH3:10])[C:5]([C:34]#[N:35])=[C:4]([CH3:36])[N:3]=1.[C:37]([OH:43])([C:39]([F:42])([F:41])[F:40])=[O:38]. (4) Given the product [F:13][C:10]([F:11])([F:12])[CH2:9][NH:8][C:6](=[O:7])[C:5]1[CH:4]=[CH:3][C:2]([NH:1][C:17]2[NH:22][C:21]3=[N:23][CH:24]=[CH:25][C:20]3=[C:19]([NH:36][CH2:37][C:38]([F:40])([F:39])[F:41])[N:18]=2)=[CH:15][CH:14]=1, predict the reactants needed to synthesize it. The reactants are: [NH2:1][C:2]1[CH:15]=[CH:14][C:5]([C:6]([NH:8][CH2:9][C:10]([F:13])([F:12])[F:11])=[O:7])=[CH:4][CH:3]=1.Cl[C:17]1[N:18]=[C:19]([NH:36][CH2:37][C:38]([F:41])([F:40])[F:39])[C:20]2[CH:25]=[CH:24][N:23](S(C3C=CC(C)=CC=3)(=O)=O)[C:21]=2[N:22]=1.C(=O)([O-])[O-].[K+].[K+].C1(P(C2CCCCC2)C2C=CC=CC=2C2C(C(C)C)=CC(C(C)C)=CC=2C(C)C)CCCCC1. (5) Given the product [CH:18]1([CH2:17][N:5]2[CH:6]=[CH:7][N:20]=[C:9]([C:10]([O:12][CH3:13])=[O:11])[C:4]2=[O:3])[CH2:16][CH2:15]1, predict the reactants needed to synthesize it. The reactants are: [H-].[Li+].[O:3]=[C:4]1[C:9]([C:10]([O:12][CH3:13])=[O:11])=C[CH:7]=[CH:6][NH:5]1.Br[CH2:15][CH:16]1[CH2:18][CH2:17]1.C[N:20](C=O)C. (6) Given the product [C:1]([CH2:3][CH2:4][CH2:5][CH2:6][CH:7]([CH:19]=[O:20])[CH2:8][C:9]1[CH:18]=[CH:17][C:12]([C:13]([O:15][CH3:16])=[O:14])=[CH:11][CH:10]=1)#[N:2], predict the reactants needed to synthesize it. The reactants are: [C:1]([CH2:3][CH2:4][CH2:5][CH2:6][CH:7]([CH2:19][OH:20])[CH2:8][C:9]1[CH:18]=[CH:17][C:12]([C:13]([O:15][CH3:16])=[O:14])=[CH:11][CH:10]=1)#[N:2].[Cr](Cl)([O-])(=O)=O.[NH+]1C=CC=CC=1. (7) Given the product [CH:22]([C:25]1[CH:30]=[CH:29][CH:28]=[C:27]([CH3:31])[C:26]=1[NH:32][C:33](=[O:34])[O:14][C:11]1[CH:12]=[C:13]2[C:8]([CH2:7][CH2:6][CH2:5][N:4]2[CH2:1][C:2]#[CH:3])=[CH:9][CH:10]=1)([CH3:24])[CH3:23], predict the reactants needed to synthesize it. The reactants are: [CH2:1]([N:4]1[C:13]2[C:8](=[CH:9][CH:10]=[C:11]([OH:14])[CH:12]=2)[CH2:7][CH2:6][CH2:5]1)[C:2]#[CH:3].C(N(CC)CC)C.[CH:22]([C:25]1[CH:30]=[CH:29][CH:28]=[C:27]([CH3:31])[C:26]=1[N:32]=[C:33]=[O:34])([CH3:24])[CH3:23]. (8) Given the product [CH:9]([O:8][C:6]1[C:5]([N+:12]([O-:14])=[O:13])=[CH:4][CH:3]=[C:2]([CH:15]=[CH2:16])[N:7]=1)([CH3:11])[CH3:10], predict the reactants needed to synthesize it. The reactants are: Cl[C:2]1[N:7]=[C:6]([O:8][CH:9]([CH3:11])[CH3:10])[C:5]([N+:12]([O-:14])=[O:13])=[CH:4][CH:3]=1.[CH2:15]([Sn](CCCC)(CCCC)C=C)[CH2:16]CC.